The task is: Regression/Classification. Given a drug SMILES string, predict its absorption, distribution, metabolism, or excretion properties. Task type varies by dataset: regression for continuous measurements (e.g., permeability, clearance, half-life) or binary classification for categorical outcomes (e.g., BBB penetration, CYP inhibition). Dataset: cyp2d6_veith.. This data is from CYP2D6 inhibition data for predicting drug metabolism from PubChem BioAssay. (1) The compound is CCc1ccc(CSc2nccn2-c2ccccc2)cc1. The result is 1 (inhibitor). (2) The compound is CC(C)C(=O)Nc1ccc(Sc2ccc(F)cc2)cc1. The result is 0 (non-inhibitor). (3) The compound is COc1cc2c3cc1Oc1c(O)c(OC)cc4c1[C@@H](Cc1ccc(cc1)Oc1cc(ccc1O)C[C@H]3N(C)CC2)N(C)CC4. The result is 0 (non-inhibitor). (4) The drug is CC1(C)CC(=O)C(C(c2ccccc2F)C2C(=O)CC(C)(C)CC2=O)C(=O)C1. The result is 0 (non-inhibitor). (5) The drug is CN1CCc2cccc3c2[C@H]1Cc1ccc(O)c(O)c1-3. The result is 1 (inhibitor).